This data is from Full USPTO retrosynthesis dataset with 1.9M reactions from patents (1976-2016). The task is: Predict the reactants needed to synthesize the given product. (1) Given the product [F:1][C:2]([F:39])([F:38])[C:3]1[CH:4]=[C:5]([C:13]([CH3:37])([CH3:36])[C:14]([N:16]([CH3:17])[C:18]2[C:19]([O:28][C:29]3[CH:34]=[CH:33][CH:32]=[CH:31][C:30]=3[CH3:35])=[N:20][C:21]([N:22]3[CH2:45][CH2:44][N:16]([CH3:14])[CH2:18][CH2:23]3)=[N:22][CH:23]=2)=[O:15])[CH:6]=[C:7]([C:9]([F:12])([F:11])[F:10])[CH:8]=1, predict the reactants needed to synthesize it. The reactants are: [F:1][C:2]([F:39])([F:38])[C:3]1[CH:4]=[C:5]([C:13]([CH3:37])([CH3:36])[C:14]([N:16]([C:18]2[C:19]([O:28][C:29]3[CH:34]=[CH:33][CH:32]=[CH:31][C:30]=3[CH3:35])=[N:20][C:21](S(C)(=O)=O)=[N:22][CH:23]=2)[CH3:17])=[O:15])[CH:6]=[C:7]([C:9]([F:12])([F:11])[F:10])[CH:8]=1.O1[CH2:45][CH2:44]OCC1. (2) The reactants are: [NH2:1][C:2]1[CH:3]=[C:4]([C:15]([O:17][CH3:18])=[O:16])[S:5][C:6]=1[NH:7][C:8]([O:10][C:11]([CH3:14])([CH3:13])[CH3:12])=[O:9].C(N(CC)CC)C.Br[CH2:27][C:28]([O:30][CH3:31])=[O:29]. Given the product [C:11]([O:10][C:8]([NH:7][C:6]1[S:5][C:4]([C:15]([O:17][CH3:18])=[O:16])=[CH:3][C:2]=1[NH:1][CH2:27][C:28]([O:30][CH3:31])=[O:29])=[O:9])([CH3:12])([CH3:13])[CH3:14], predict the reactants needed to synthesize it. (3) Given the product [ClH:24].[ClH:24].[Cl:24][C:25]1[C:34]([CH2:35][NH:1][CH2:2][C@@H:3]2[C@H:7]([OH:8])[CH2:6][N:5]([CH2:9][CH2:10][N:11]3[C:20]4[C:15](=[CH:16][CH:17]=[C:18]([O:21][CH3:22])[CH:19]=4)[CH:14]=[CH:13][C:12]3=[O:23])[CH2:4]2)=[N:33][C:32]2[NH:31][C:30](=[O:37])[CH2:29][O:28][C:27]=2[CH:26]=1, predict the reactants needed to synthesize it. The reactants are: [NH2:1][CH2:2][C@@H:3]1[C@H:7]([OH:8])[CH2:6][N:5]([CH2:9][CH2:10][N:11]2[C:20]3[C:15](=[CH:16][CH:17]=[C:18]([O:21][CH3:22])[CH:19]=3)[CH:14]=[CH:13][C:12]2=[O:23])[CH2:4]1.[Cl:24][C:25]1[C:34]([CH:35]=O)=[N:33][C:32]2[NH:31][C:30](=[O:37])[CH2:29][O:28][C:27]=2[CH:26]=1.C(=O)([O-])[O-].[Na+].[Na+].C(O[BH-](OC(=O)C)OC(=O)C)(=O)C.[Na+].